Dataset: Full USPTO retrosynthesis dataset with 1.9M reactions from patents (1976-2016). Task: Predict the reactants needed to synthesize the given product. (1) Given the product [CH2:19]([O:18][C:16]([N:13]1[CH2:14][CH2:15][C:10]2[NH:9][C:8]([CH:6]([C:38]3[N:37]([CH3:39])[C:29]4[CH:30]=[C:31]([C:32]([OH:34])=[O:33])[CH:35]=[CH:36][C:28]=4[N:27]=3)[CH3:4])=[N:26][C:11]=2[CH2:12]1)=[O:17])[C:20]1[CH:21]=[CH:22][CH:23]=[CH:24][CH:25]=1, predict the reactants needed to synthesize it. The reactants are: C(O[C:4]([CH:6]([C:8]1[NH:9][C:10]2[CH2:15][CH2:14][N:13]([C:16]([O:18][CH2:19][C:20]3[CH:25]=[CH:24][CH:23]=[CH:22][CH:21]=3)=[O:17])[CH2:12][C:11]=2[N:26]=1)C)=O)C.[NH2:27][C:28]1[CH:36]=[CH:35][C:31]([C:32]([OH:34])=[O:33])=[CH:30][C:29]=1[NH:37][CH3:38].[CH3:39]N1C(=O)N(C)CCC1.C1C=CC=CC=1. (2) Given the product [C:20]([NH:8][CH2:9][CH2:10][NH:11][C:12](=[O:19])[C:13]1[CH:18]=[CH:17][CH:16]=[N:15][CH:14]=1)(=[O:42])[CH2:21][CH2:22]/[CH:23]=[CH:24]\[CH2:25]/[CH:26]=[CH:27]\[CH2:28]/[CH:29]=[CH:30]\[CH2:31]/[CH:32]=[CH:33]\[CH2:34]/[CH:35]=[CH:36]\[CH2:37]/[CH:38]=[CH:39]\[CH2:40][CH3:41], predict the reactants needed to synthesize it. The reactants are: C(O)(C(F)(F)F)=O.[NH2:8][CH2:9][CH2:10][NH:11][C:12](=[O:19])[C:13]1[CH:18]=[CH:17][CH:16]=[N:15][CH:14]=1.[C:20](O)(=[O:42])[CH2:21][CH2:22]/[CH:23]=[CH:24]\[CH2:25]/[CH:26]=[CH:27]\[CH2:28]/[CH:29]=[CH:30]\[CH2:31]/[CH:32]=[CH:33]\[CH2:34]/[CH:35]=[CH:36]\[CH2:37]/[CH:38]=[CH:39]\[CH2:40][CH3:41].CN(C(ON1N=NC2C=CC=NC1=2)=[N+](C)C)C.F[P-](F)(F)(F)(F)F.CCN(C(C)C)C(C)C. (3) Given the product [Cl:1][C:2]1[C:3]([OH:24])=[C:4]([CH2:12][CH2:13][CH2:14][CH2:15][CH2:16][CH2:17][CH2:18][CH2:19][CH2:20][C:21]([O:23][C:39]([CH3:41])([CH3:40])[CH3:38])=[O:22])[C:5]([OH:11])=[C:6]([CH:9]=[O:10])[C:7]=1[CH3:8], predict the reactants needed to synthesize it. The reactants are: [Cl:1][C:2]1[C:3]([OH:24])=[C:4]([CH2:12][CH2:13][CH2:14][CH2:15][CH2:16][CH2:17][CH2:18][CH2:19][CH2:20][C:21]([OH:23])=[O:22])[C:5]([OH:11])=[C:6]([CH:9]=[O:10])[C:7]=1[CH3:8].C(OC(C(F)(F)F)=O)(C(F)(F)F)=O.[CH3:38][C:39](O)([CH3:41])[CH3:40]. (4) Given the product [CH2:12]([O:10][C:7]1[CH:6]=[C:5]([F:11])[C:4]([Cl:3])=[N:9][CH:8]=1)[C:13]1[CH:18]=[CH:17][CH:16]=[CH:15][CH:14]=1, predict the reactants needed to synthesize it. The reactants are: [H-].[Na+].[Cl:3][C:4]1[N:9]=[CH:8][C:7]([OH:10])=[CH:6][C:5]=1[F:11].[CH2:12](Br)[C:13]1[CH:18]=[CH:17][CH:16]=[CH:15][CH:14]=1.O. (5) Given the product [ClH:1].[Cl:1][C:2]1[CH:3]=[CH:4][C:5]([N:8]2[CH2:23][CH:11]3[CH2:12][NH:13][CH2:14][CH2:15][N:10]3[C:9]2=[O:24])=[CH:6][CH:7]=1, predict the reactants needed to synthesize it. The reactants are: [Cl:1][C:2]1[CH:7]=[CH:6][C:5]([N:8]2[CH2:23][CH:11]3[CH2:12][N:13](C(OC(C)(C)C)=O)[CH2:14][CH2:15][N:10]3[C:9]2=[O:24])=[CH:4][CH:3]=1. (6) Given the product [C:34]([O:37][C:38]1[CH:43]=[CH:42][CH:41]=[C:40]([CH2:44][CH2:45][CH2:46][CH2:47][O:26][C:23]2[CH:22]=[CH:21][C:20]([CH2:19][CH2:18][N:14]3[CH2:13][C@@H:12]([C:10]4[CH:9]=[CH:8][C:6]5[O:7][C:2]([CH3:27])([CH3:1])[O:3][CH2:4][C:5]=5[CH:11]=4)[O:16][C:15]3=[O:17])=[CH:25][CH:24]=2)[CH:39]=1)(=[O:36])[CH3:35], predict the reactants needed to synthesize it. The reactants are: [CH3:1][C:2]1([CH3:27])[O:7][C:6]2[CH:8]=[CH:9][C:10]([C@H:12]3[O:16][C:15](=[O:17])[N:14]([CH2:18][CH2:19][C:20]4[CH:25]=[CH:24][C:23]([OH:26])=[CH:22][CH:21]=4)[CH2:13]3)=[CH:11][C:5]=2[CH2:4][O:3]1.C(=O)([O-])[O-].[Cs+].[Cs+].[C:34]([O:37][C:38]1[CH:43]=[CH:42][CH:41]=[C:40]([CH2:44][CH2:45][CH2:46][CH2:47]Br)[CH:39]=1)(=[O:36])[CH3:35].